Predict the product of the given reaction. From a dataset of Forward reaction prediction with 1.9M reactions from USPTO patents (1976-2016). (1) Given the reactants Cl[C:2]1[CH:12]=[C:6]2[N:7]([CH3:11])[CH2:8][CH2:9][CH2:10][N:5]2[C:4](=[O:13])[N:3]=1.BrC[C:16]1[CH:21]=[CH:20][C:19]([O:22][CH3:23])=[CH:18][CH:17]=1.[F:24][C:25]1[CH:26]=[C:27]([CH2:32][OH:33])[CH:28]=[CH:29][C:30]=1[F:31], predict the reaction product. The product is: [F:24][C:25]1[CH:26]=[C:27]([CH:28]=[CH:29][C:30]=1[F:31])[CH2:32][O:33][C:2]1[CH:12]=[C:6]2[N:7]([CH2:11][C:16]3[CH:17]=[CH:18][C:19]([O:22][CH3:23])=[CH:20][CH:21]=3)[CH2:8][CH2:9][CH2:10][N:5]2[C:4](=[O:13])[N:3]=1. (2) The product is: [CH3:1][C:2]1[N:6]=[C:5]2[N:7]=[C:20]([OH:21])[C:14]([C:8]3[CH:13]=[CH:12][CH:11]=[CH:10][CH:9]=3)=[C:15]([OH:16])[N:4]2[CH:3]=1. Given the reactants [CH3:1][C:2]1[NH:6][C:5]([NH2:7])=[N:4][CH:3]=1.[C:8]1([CH:14]([C:20](OCC)=[O:21])[C:15](OCC)=[O:16])[CH:13]=[CH:12][CH:11]=[CH:10][CH:9]=1.N12CCCN=C1CCCCC2, predict the reaction product. (3) Given the reactants [CH:1]1([NH:4][C:5]([N:7]2[C:15]3[C:10](=[CH:11][C:12]([O:16][C:17]4[CH:22]=[CH:21][N:20]=[C:19]([NH2:23])[CH:18]=4)=[CH:13][CH:14]=3)[CH:9]=[CH:8]2)=[O:6])[CH2:3][CH2:2]1.C1(=O)O[C:27](=[O:28])[CH2:26]C1.C(OC(=O)C)(=O)C.C([O-])(=O)C.[Na+], predict the reaction product. The product is: [CH:1]1([NH:4][C:5]([N:7]2[C:15]3[C:10](=[CH:11][C:12]([O:16][C:17]4[CH:22]=[CH:21][N:20]=[C:19]([NH:23][C:27](=[O:28])[CH3:26])[CH:18]=4)=[CH:13][CH:14]=3)[CH:9]=[CH:8]2)=[O:6])[CH2:3][CH2:2]1.